Task: Predict the reactants needed to synthesize the given product.. Dataset: Full USPTO retrosynthesis dataset with 1.9M reactions from patents (1976-2016) (1) The reactants are: [C:1](=O)(OC(Cl)(Cl)Cl)[O:2]C(Cl)(Cl)Cl.[F:13][C:14]1[CH:19]=[CH:18][C:17]([C:20]2[C:21](=[O:27])[NH:22][CH2:23][CH2:24][C:25]=2[CH3:26])=[CH:16][CH:15]=1.C(N(CC)CC)C.[NH2:35][C:36]1[CH:57]=[CH:56][C:39]([O:40][C:41]2[CH:42]=[CH:43][C:44]3[N:45]([CH:47]=[C:48]([NH:50][C:51]([CH:53]4[CH2:55][CH2:54]4)=[O:52])[N:49]=3)[CH:46]=2)=[C:38]([F:58])[CH:37]=1. Given the product [CH:53]1([C:51]([NH:50][C:48]2[N:49]=[C:44]3[CH:43]=[CH:42][C:41]([O:40][C:39]4[CH:56]=[CH:57][C:36]([NH:35][C:1]([N:22]5[C:21](=[O:27])[C:20]([C:17]6[CH:18]=[CH:19][C:14]([F:13])=[CH:15][CH:16]=6)=[C:25]([CH3:26])[CH2:24][CH2:23]5)=[O:2])=[CH:37][C:38]=4[F:58])=[CH:46][N:45]3[CH:47]=2)=[O:52])[CH2:55][CH2:54]1, predict the reactants needed to synthesize it. (2) Given the product [Cl:1][C:2]1[CH:3]=[C:4]2[C:8](=[CH:9][CH:10]=1)[N:7]([CH:11]([CH2:15][CH:16]1[CH2:20][CH2:19][CH2:18][CH2:17]1)[C:12]([NH:23][C:24]1[S:25][CH:26]=[CH:27][N:28]=1)=[O:13])[C:6](=[O:21])[C:5]2=[O:22], predict the reactants needed to synthesize it. The reactants are: [Cl:1][C:2]1[CH:3]=[C:4]2[C:8](=[CH:9][CH:10]=1)[N:7]([CH:11]([CH2:15][CH:16]1[CH2:20][CH2:19][CH2:18][CH2:17]1)[C:12](O)=[O:13])[C:6](=[O:21])[C:5]2=[O:22].[NH2:23][C:24]1[S:25][CH:26]=[CH:27][N:28]=1.C(N(C(C)C)CC)(C)C.F[P-](F)(F)(F)(F)F.N1(O[P+](N(C)C)(N(C)C)N(C)C)C2C=CC=CC=2N=N1. (3) Given the product [F:10][C:11]1[CH:12]=[C:13]([NH:22][C:23]([C@@H:25]2[N:34]([C:35]([C@@H:37]3[CH2:40][C@H:39]([C:41]([O:43][CH2:2][C:3]4[O:4][C:5](=[O:9])[O:6][C:7]=4[CH3:8])=[O:42])[CH2:38]3)=[O:36])[CH2:33][CH2:32][C:31]3[N:30]=[C:29]([O:44][CH3:45])[CH:28]=[CH:27][C:26]2=3)=[O:24])[CH:14]=[C:15]2[C:19]=1[C:18]([CH3:20])([CH3:21])[CH2:17][CH2:16]2, predict the reactants needed to synthesize it. The reactants are: Cl[CH2:2][CH:3]1[CH:7]([CH3:8])[O:6][C:5](=[O:9])[O:4]1.[F:10][C:11]1[CH:12]=[C:13]([NH:22][C:23]([C@@H:25]2[N:34]([C:35]([C@@H:37]3[CH2:40][C@H:39]([C:41]([OH:43])=[O:42])[CH2:38]3)=[O:36])[CH2:33][CH2:32][C:31]3[N:30]=[C:29]([O:44][CH3:45])[CH:28]=[CH:27][C:26]2=3)=[O:24])[CH:14]=[C:15]2[C:19]=1[C:18]([CH3:21])([CH3:20])[CH2:17][CH2:16]2.C(=O)([O-])[O-].[K+].[K+].O. (4) Given the product [CH3:28][C:27]1[O:26][C:25]([C:29]2[CH:34]=[CH:33][CH:32]=[CH:31][CH:30]=2)=[N:24][C:23]=1[CH2:22][O:21][C:18]1[CH:19]=[CH:20][C:15]([CH2:14][O:13][C:5]2[CH:4]=[CH:3][C:2]([C:35]3[CH:40]=[CH:39][CH:38]=[CH:37][CH:36]=3)=[CH:7][C:6]=2[CH2:8][C:9]([O:11][CH3:12])=[O:10])=[CH:16][CH:17]=1, predict the reactants needed to synthesize it. The reactants are: Br[C:2]1[CH:3]=[CH:4][C:5]([O:13][CH2:14][C:15]2[CH:20]=[CH:19][C:18]([O:21][CH2:22][C:23]3[N:24]=[C:25]([C:29]4[CH:34]=[CH:33][CH:32]=[CH:31][CH:30]=4)[O:26][C:27]=3[CH3:28])=[CH:17][CH:16]=2)=[C:6]([CH2:8][C:9]([O:11][CH3:12])=[O:10])[CH:7]=1.[C:35]1(B(O)O)[CH:40]=[CH:39][CH:38]=[CH:37][CH:36]=1.CO.C1(C)C=CC=CC=1. (5) Given the product [CH2:13]([C:10]1[O:9][C:8]([C:6]2[CH:7]=[C:2]([NH:1][CH:26]([CH3:28])[CH3:25])[C:3]([N:15]3[CH2:16][CH2:17][CH:18]([C:21]([O:23][CH3:24])=[O:22])[CH2:19][CH2:20]3)=[N:4][CH:5]=2)=[N:12][CH:11]=1)[CH3:14], predict the reactants needed to synthesize it. The reactants are: [NH2:1][C:2]1[C:3]([N:15]2[CH2:20][CH2:19][CH:18]([C:21]([O:23][CH3:24])=[O:22])[CH2:17][CH2:16]2)=[N:4][CH:5]=[C:6]([C:8]2[O:9][C:10]([CH2:13][CH3:14])=[CH:11][N:12]=2)[CH:7]=1.[CH3:25][C:26]([CH3:28])=O.C([BH3-])#N.[Na+]. (6) Given the product [CH3:1][CH:2]([CH:8]([CH3:10])[CH3:9])[CH2:3][CH2:4][C:5](=[O:7])[CH3:6], predict the reactants needed to synthesize it. The reactants are: [CH3:1][C:2](=[C:8]([CH3:10])[CH3:9])[CH2:3][CH2:4][C:5](=[O:7])[CH3:6].[H][H]. (7) Given the product [ClH:1].[ClH:1].[CH2:2]([O:4][C:5]1[N:10]=[CH:9][C:8]([C:11]2([OH:24])[CH2:12][CH2:13][NH:14][CH2:15][CH2:16]2)=[CH:7][CH:6]=1)[CH3:3], predict the reactants needed to synthesize it. The reactants are: [ClH:1].[CH2:2]([O:4][C:5]1[N:10]=[CH:9][C:8]([C:11]2([OH:24])[CH2:16][CH2:15][N:14](C(OC(C)(C)C)=O)[CH2:13][CH2:12]2)=[CH:7][CH:6]=1)[CH3:3].